From a dataset of Catalyst prediction with 721,799 reactions and 888 catalyst types from USPTO. Predict which catalyst facilitates the given reaction. (1) Reactant: C[O:2][C:3]1[CH:4]=[CH:5][C:6]2[CH2:12][C:11]([CH3:14])([CH3:13])[NH:10][C:9](=[O:15])[NH:8][C:7]=2[CH:16]=1.B(Br)(Br)Br.CCOCC. Product: [OH:2][C:3]1[CH:4]=[CH:5][C:6]2[CH2:12][C:11]([CH3:14])([CH3:13])[NH:10][C:9](=[O:15])[NH:8][C:7]=2[CH:16]=1. The catalyst class is: 4. (2) Reactant: [Br:1][C:2]1[CH:10]=[C:9]2[C:5]([C:6]([C:14]([OH:16])=O)=[CH:7][N:8]2[CH2:11][C:12]#[N:13])=[CH:4][CH:3]=1.OC1C2N=NNC=2C=CC=1.ClCCl.[CH3:30][NH:31][CH3:32]. Product: [CH3:30][N:31]([CH3:32])[C:14]([C:6]1[C:5]2[C:9](=[CH:10][C:2]([Br:1])=[CH:3][CH:4]=2)[N:8]([CH2:11][C:12]#[N:13])[CH:7]=1)=[O:16]. The catalyst class is: 3. (3) Reactant: CC1(C)[O:6][C@H:5]([CH2:7][N:8]2[CH2:13][CH2:12][CH2:11][C@@H:10]([NH:14][C:15]3[N:20]=[C:19]([C:21]4[N:28]5[C:24]([S:25][CH:26]=[CH:27]5)=[N:23][C:22]=4[C:29]4[CH:34]=[CH:33][CH:32]=[C:31]([O:35][CH3:36])[CH:30]=4)[CH:18]=[CH:17][N:16]=3)[CH2:9]2)[CH2:4][O:3]1.O.FC(F)(F)C(O)=O.C(=O)([O-])[O-].[K+].[K+]. Product: [CH3:36][O:35][C:31]1[CH:30]=[C:29]([C:22]2[N:23]=[C:24]3[N:28]([C:21]=2[C:19]2[CH:18]=[CH:17][N:16]=[C:15]([NH:14][C@@H:10]4[CH2:11][CH2:12][CH2:13][N:8]([CH2:7][C@@H:5]([OH:6])[CH2:4][OH:3])[CH2:9]4)[N:20]=2)[CH:27]=[CH:26][S:25]3)[CH:34]=[CH:33][CH:32]=1. The catalyst class is: 5. (4) Reactant: [CH2:1]([C:5]1[CH:10]=[CH:9][C:8]([C:11]2[N:15]=[C:14]([C:16]3[CH:21]=[CH:20][C:19]([CH2:22][OH:23])=[CH:18][CH:17]=3)[O:13][N:12]=2)=[CH:7][CH:6]=1)[CH:2]([CH3:4])[CH3:3].CC(OI1(OC(C)=O)(OC(C)=O)OC(=O)C2C=CC=CC1=2)=O. Product: [CH2:1]([C:5]1[CH:6]=[CH:7][C:8]([C:11]2[N:15]=[C:14]([C:16]3[CH:17]=[CH:18][C:19]([CH:22]=[O:23])=[CH:20][CH:21]=3)[O:13][N:12]=2)=[CH:9][CH:10]=1)[CH:2]([CH3:4])[CH3:3]. The catalyst class is: 4. (5) Reactant: [CH3:13][C:12]([O:11][C:9](O[C:9]([O:11][C:12]([CH3:15])([CH3:14])[CH3:13])=[O:10])=[O:10])([CH3:15])[CH3:14].[O:16]1[CH:20]=[CH:19][C:18]([C:21]2([NH2:24])[CH2:23][CH2:22]2)=[CH:17]1. Product: [O:16]1[CH:20]=[CH:19][C:18]([C:21]2([NH:24][C:9](=[O:10])[O:11][C:12]([CH3:13])([CH3:14])[CH3:15])[CH2:23][CH2:22]2)=[CH:17]1. The catalyst class is: 1. (6) Reactant: [Cl:1][C:2]1[N:10]=[C:9]([Cl:11])[C:8]([F:12])=[CH:7][C:3]=1[C:4](Cl)=[O:5].[Al+3].[Cl-].[Cl-].[Cl-].[C:17]([Cl:20])([Cl:19])=[CH2:18]. Product: [Cl:19][C:17]([Cl:20])=[CH:18][C:4]([C:3]1[C:2]([Cl:1])=[N:10][C:9]([Cl:11])=[C:8]([F:12])[CH:7]=1)=[O:5]. The catalyst class is: 2. (7) Reactant: [NH:1]1[CH:5]=[N:4][CH:3]=[N:2]1.[F:6][C:7]1[CH:14]=[CH:13][C:10]([CH2:11]Br)=[CH:9][CH:8]=1.N12CCCN=C1CCCCC2. Product: [F:6][C:7]1[CH:14]=[CH:13][C:10]([CH2:11][N:1]2[CH:5]=[N:4][CH:3]=[N:2]2)=[CH:9][CH:8]=1. The catalyst class is: 1. (8) Reactant: [CH3:1][C:2]1[C:7]2[CH:8]=[CH:9][C:10]3[C:17]4[O:18][CH:19]=[C:20]([CH3:21])[C:16]=4[C:14](=[O:15])[C:12](=[O:13])[C:11]=3[C:6]=2[CH:5]=[CH:4][CH:3]=1.[CH3:22]O. Product: [CH3:21][CH:20]([C:16]1[C:14](=[O:15])[C:12](=[O:13])[C:11]2[C:6]3[CH2:5][CH2:4][CH2:3][C:2]([CH3:22])([CH3:1])[C:7]=3[CH:8]=[CH:9][C:10]=2[CH:17]=1)[CH3:19].[CH3:21][C:20]1[C:16]2[C:14]([C:12]([C:11]3[C:6]4[CH2:5][CH2:4][CH2:3][C:2]([CH3:22])([CH3:1])[C:7]=4[CH:8]=[CH:9][C:10]=3[C:17]=2[O:18][CH:19]=1)=[O:13])=[O:15].[CH3:1][C:2]1[C:7]2[CH:8]=[CH:9][C:10]3[C:17]4[O:18][CH:19]=[C:20]([CH3:21])[C:16]=4[C:14](=[O:15])[C:12](=[O:13])[C:11]=3[C:6]=2[CH:5]=[CH:4][CH:3]=1.[CH3:1][C:2]1[C:7]2=[CH:8][CH:9]=[C:10]3[C:17]4[O:18][CH2:19][C@H:20]([CH3:21])[C:16]=4[C:14](=[O:15])[C:12](=[O:13])[C:11]3=[C:6]2[CH:5]=[CH:4][CH:3]=1. The catalyst class is: 27.